From a dataset of Catalyst prediction with 721,799 reactions and 888 catalyst types from USPTO. Predict which catalyst facilitates the given reaction. (1) Reactant: C([C:3]1[CH:4]=[CH:5][C:6]2[N:11](CC3C=CC(OC)=CC=3)[C:10](=[O:21])[O:9][C:8]([CH2:26][NH:27][C:28](=[O:36])[C:29]3[CH:34]=[CH:33][C:32]([F:35])=[CH:31][CH:30]=3)([C:22]([F:25])([F:24])[F:23])[C:7]=2[CH:37]=1)#N.Br.[C:39]([OH:42])(=[O:41])C. Product: [F:35][C:32]1[CH:31]=[CH:30][C:29]([C:28]([NH:27][CH2:26][C:8]2([C:22]([F:25])([F:24])[F:23])[C:7]3[CH:37]=[C:3]([C:39]([OH:42])=[O:41])[CH:4]=[CH:5][C:6]=3[NH:11][C:10](=[O:21])[O:9]2)=[O:36])=[CH:34][CH:33]=1. The catalyst class is: 6. (2) Reactant: [OH:1][CH2:2][CH2:3][CH2:4][C:5]1[CH:10]=[CH:9][C:8]([C:11]2[CH:16]=[CH:15][N:14]([CH2:17][CH2:18][C:19]([CH3:34])([S:30]([CH3:33])(=[O:32])=[O:31])[C:20]([NH:22][O:23]C3CCCCO3)=[O:21])[C:13](=[O:35])[CH:12]=2)=[CH:7][CH:6]=1.Cl. Product: [OH:23][NH:22][C:20](=[O:21])[C:19]([CH3:34])([S:30]([CH3:33])(=[O:32])=[O:31])[CH2:18][CH2:17][N:14]1[CH:15]=[CH:16][C:11]([C:8]2[CH:9]=[CH:10][C:5]([CH2:4][CH2:3][CH2:2][OH:1])=[CH:6][CH:7]=2)=[CH:12][C:13]1=[O:35]. The catalyst class is: 169. (3) Reactant: Br[C:2]1[C:3]([NH:5][C:6](=[O:8])[CH:7]=1)=[O:4].C([O-])(=O)C.[Na+].[CH2:14]([SH:20])[CH2:15][CH2:16][CH2:17][CH2:18][CH3:19]. Product: [CH2:14]([S:20][C:2]1[C:3]([NH:5][C:6](=[O:8])[CH:7]=1)=[O:4])[CH2:15][CH2:16][CH2:17][CH2:18][CH3:19]. The catalyst class is: 5. (4) Reactant: [CH3:1][C@@H:2]1[NH:7][CH2:6][CH2:5][N:4]([C:8]([C:10]2[N:14]=[CH:13][N:12]([C:15]3[CH:16]=[C:17]([CH3:21])[CH:18]=[CH:19][CH:20]=3)[N:11]=2)=[O:9])[CH2:3]1.[Br:22][C:23]1[CH:24]=[C:25]([C:29](O)=[O:30])[O:26][C:27]=1[Br:28].CN(C(ON1N=NC2C=CC=CC1=2)=[N+](C)C)C.[B-](F)(F)(F)F.CCN(C(C)C)C(C)C. Product: [Br:22][C:23]1[CH:24]=[C:25]([C:29]([N:7]2[CH2:6][CH2:5][N:4]([C:8]([C:10]3[N:14]=[CH:13][N:12]([C:15]4[CH:16]=[C:17]([CH3:21])[CH:18]=[CH:19][CH:20]=4)[N:11]=3)=[O:9])[CH2:3][C@@H:2]2[CH3:1])=[O:30])[O:26][C:27]=1[Br:28]. The catalyst class is: 3. (5) Reactant: [CH:1]([C:3]1[CH:4]=[C:5]([C:9]2[CH:14]=[CH:13][CH:12]=[CH:11][C:10]=2[C:15]([F:18])([F:17])[F:16])[CH:6]=[CH:7][CH:8]=1)=O.[S:19]1[CH2:23][C:22](=[O:24])[NH:21][C:20]1=[O:25].N1CCCCC1.C(O)(=O)C1C=CC=CC=1. Product: [F:16][C:15]([F:18])([F:17])[C:10]1[CH:11]=[CH:12][CH:13]=[CH:14][C:9]=1[C:5]1[CH:4]=[C:3]([CH:8]=[CH:7][CH:6]=1)[CH:1]=[C:23]1[S:19][C:20](=[O:25])[NH:21][C:22]1=[O:24]. The catalyst class is: 93. (6) Reactant: [CH3:1][C:2]1[CH:7]=[C:6]([CH3:8])[NH:5][C:4](=[O:9])[C:3]=1[CH2:10][NH:11][C:12](=[O:28])[C:13]1[CH:18]=[CH:17][CH:16]=[C:15]([C:19]2[N:23]([CH2:24][CH3:25])[N:22]=[CH:21][C:20]=2[CH3:26])[C:14]=1[CH3:27].[Br:29]N1C(=O)CCC1=O.ClCCl. Product: [Br:29][C:7]1[C:2]([CH3:1])=[C:3]([CH2:10][NH:11][C:12](=[O:28])[C:13]2[CH:18]=[CH:17][CH:16]=[C:15]([C:19]3[N:23]([CH2:24][CH3:25])[N:22]=[CH:21][C:20]=3[CH3:26])[C:14]=2[CH3:27])[C:4](=[O:9])[NH:5][C:6]=1[CH3:8]. The catalyst class is: 15. (7) Reactant: [CH2:1]([N:8]1[CH2:12][CH:11]([C:13]2[S:14][CH:15]=[C:16]([Br:18])[CH:17]=2)[CH:10]([C:19]([OH:21])=O)[CH2:9]1)[C:2]1[CH:7]=[CH:6][CH:5]=[CH:4][CH:3]=1.C(Cl)(=O)C([Cl:25])=O. Product: [CH2:1]([N:8]1[CH2:12][CH:11]([C:13]2[S:14][CH:15]=[C:16]([Br:18])[CH:17]=2)[CH:10]([C:19]([Cl:25])=[O:21])[CH2:9]1)[C:2]1[CH:7]=[CH:6][CH:5]=[CH:4][CH:3]=1. The catalyst class is: 59.